From a dataset of Full USPTO retrosynthesis dataset with 1.9M reactions from patents (1976-2016). Predict the reactants needed to synthesize the given product. (1) Given the product [F:1][C:2]1[C:3]([CH2:24][NH:25][CH3:26])=[CH:4][N:5]([S:14]([C:17]2[C:18]([CH3:23])=[N:19][CH:20]=[CH:21][CH:22]=2)(=[O:16])=[O:15])[C:6]=1[C:7]1[C:8]([F:13])=[N:9][CH:10]=[CH:11][CH:12]=1, predict the reactants needed to synthesize it. The reactants are: [F:1][C:2]1[C:3]([CH2:24][N:25](C)[C:26](=O)OC(C)(C)C)=[CH:4][N:5]([S:14]([C:17]2[C:18]([CH3:23])=[N:19][CH:20]=[CH:21][CH:22]=2)(=[O:16])=[O:15])[C:6]=1[C:7]1[C:8]([F:13])=[N:9][CH:10]=[CH:11][CH:12]=1.C(OCC)(=O)C.Cl. (2) Given the product [N:1]1([C:6]2[CH:7]=[C:8]([CH2:9][NH2:10])[CH:11]=[C:12]([C:14]3[CH:19]=[CH:18][C:17]([C:20]([F:23])([F:21])[F:22])=[CH:16][CH:15]=3)[N:13]=2)[CH2:5][CH2:4][CH2:3][CH2:2]1, predict the reactants needed to synthesize it. The reactants are: [N:1]1([C:6]2[CH:7]=[C:8]([CH:11]=[C:12]([C:14]3[CH:19]=[CH:18][C:17]([C:20]([F:23])([F:22])[F:21])=[CH:16][CH:15]=3)[N:13]=2)[C:9]#[N:10])[CH2:5][CH2:4][CH2:3][CH2:2]1.Cl. (3) Given the product [N+:8]([C:5]1[CH:6]=[CH:7][C:2]([N:13]2[CH2:14][CH2:15][O:11][C:12]2=[O:16])=[CH:3][CH:4]=1)([O-:10])=[O:9], predict the reactants needed to synthesize it. The reactants are: Br[C:2]1[CH:7]=[CH:6][C:5]([N+:8]([O-:10])=[O:9])=[CH:4][CH:3]=1.[O:11]1[CH2:15][CH2:14][NH:13][C:12]1=[O:16].N1CCC[C@H]1C(O)=O.C([O-])([O-])=O.[K+].[K+]. (4) Given the product [OH:10][C:9]1[CH:8]=[C:7]([O:11][CH2:13][CH2:14][CH2:15][CH2:16][CH2:17][CH2:18][CH2:19][CH3:20])[CH:6]=[CH:5][C:4]=1[C:2](=[O:3])[CH3:1], predict the reactants needed to synthesize it. The reactants are: [CH3:1][C:2]([C:4]1[CH:5]=[CH:6][C:7]([OH:11])=[CH:8][C:9]=1[OH:10])=[O:3].Br[CH2:13][CH2:14][CH2:15][CH2:16][CH2:17][CH2:18][CH2:19][CH3:20]. (5) Given the product [CH3:15][O:14][C:12](=[O:13])[CH:11]([C:2]1[CH:7]=[C:6]([Cl:8])[CH:5]=[C:4]([Br:9])[CH:3]=1)[C:10]([O:17][CH3:18])=[O:16], predict the reactants needed to synthesize it. The reactants are: Br[C:2]1[CH:7]=[C:6]([Cl:8])[CH:5]=[C:4]([Br:9])[CH:3]=1.[C:10]([O:17][CH3:18])(=[O:16])[CH2:11][C:12]([O:14][CH3:15])=[O:13].[Br-].[H-].[Na+].[NH4+].[OH-]. (6) Given the product [NH2:21][C:13]1[CH:14]=[C:15]([O:16][CH2:17][CH2:18][O:19][CH3:20])[C:6]([O:5][CH2:4][CH2:3][O:2][CH3:1])=[C:7]([CH:12]=1)[C:8]([O:10][CH3:11])=[O:9], predict the reactants needed to synthesize it. The reactants are: [CH3:1][O:2][CH2:3][CH2:4][O:5][C:6]1[C:15]([O:16][CH2:17][CH2:18][O:19][CH3:20])=[CH:14][C:13]([N+:21]([O-])=O)=[CH:12][C:7]=1[C:8]([O:10][CH3:11])=[O:9].